Dataset: Reaction yield outcomes from USPTO patents with 853,638 reactions. Task: Predict the reaction yield, written as a fraction of the theoretical maximum amount of product (1.0 means a 100% yield; for example, 0.34 means a 34% yield). (1) The reactants are [CH:1]1([CH2:6][CH:7]([C:11]2[CH:16]=[CH:15][C:14]([S:17]([CH3:20])(=[O:19])=[O:18])=[CH:13][CH:12]=2)[C:8]([OH:10])=O)[CH2:5][CH2:4][CH2:3][CH2:2]1.C(Cl)(=O)C(Cl)=O.Cl.[NH2:28][C:29]1[S:30][C:31]([Cl:34])=[CH:32][N:33]=1.C(N(CC)CC)C. The catalyst is CN(C)C=O.C(Cl)Cl. The product is [Cl:34][C:31]1[S:30][C:29]([NH:28][C:8](=[O:10])[CH:7]([C:11]2[CH:16]=[CH:15][C:14]([S:17]([CH3:20])(=[O:19])=[O:18])=[CH:13][CH:12]=2)[CH2:6][CH:1]2[CH2:2][CH2:3][CH2:4][CH2:5]2)=[N:33][CH:32]=1. The yield is 0.250. (2) The reactants are C([O:5][C:6](=[O:16])[CH2:7][N:8]1[CH2:13][CH2:12][CH2:11][N:10]([CH3:14])[C:9]1=[O:15])(C)(C)C.C(O)(C(F)(F)F)=O. The catalyst is ClCCl. The product is [CH3:14][N:10]1[CH2:11][CH2:12][CH2:13][N:8]([CH2:7][C:6]([OH:16])=[O:5])[C:9]1=[O:15]. The yield is 0.990. (3) The reactants are C(#N)C.[CH3:4][O:5][C:6]1[CH:7]=[C:8]2[C:13](=[CH:14][C:15]=1[O:16][CH3:17])[N:12]=[CH:11][CH:10]=[C:9]2[O:18][C:19]1[CH:24]=[CH:23][C:22]([NH:25][C:26]([NH:28][CH:29]2[CH2:34][CH2:33][NH:32][CH2:31][CH2:30]2)=[O:27])=[CH:21][CH:20]=1.[CH3:35][C:36]1[CH:43]=[CH:42][CH:41]=[CH:40][C:37]=1[CH2:38]Br.C(=O)([O-])[O-].[K+].[K+]. The catalyst is O. The product is [CH3:4][O:5][C:6]1[CH:7]=[C:8]2[C:13](=[CH:14][C:15]=1[O:16][CH3:17])[N:12]=[CH:11][CH:10]=[C:9]2[O:18][C:19]1[CH:24]=[CH:23][C:22]([NH:25][C:26]([NH:28][CH:29]2[CH2:34][CH2:33][N:32]([CH2:35][C:36]3[CH:43]=[CH:42][CH:41]=[CH:40][C:37]=3[CH3:38])[CH2:31][CH2:30]2)=[O:27])=[CH:21][CH:20]=1. The yield is 0.450.